Predict the product of the given reaction. From a dataset of Forward reaction prediction with 1.9M reactions from USPTO patents (1976-2016). (1) Given the reactants C([O:8][C:9]1[C:14]([F:15])=[CH:13][C:12]([C:16]2[S:20][C:19]([C:21]([O:23][CH3:24])=[O:22])=[CH:18][CH:17]=2)=[CH:11][C:10]=1[C:25]#[N:26])C1C=CC=CC=1, predict the reaction product. The product is: [C:25]([C:10]1[CH:11]=[C:12]([C:16]2[S:20][C:19]([C:21]([O:23][CH3:24])=[O:22])=[CH:18][CH:17]=2)[CH:13]=[C:14]([F:15])[C:9]=1[OH:8])#[N:26]. (2) Given the reactants [F:1][C:2]1[CH:3]=[C:4]2[C:9](=[C:10]([F:12])[CH:11]=1)[O:8][CH2:7][C@H:6]([N:13]1[C:17]([CH2:18][CH2:19][N:20]3C(=O)C4C(=CC=CC=4)C3=O)=[CH:16][N:15]=[CH:14]1)[CH2:5]2.CC(O)C.C(Cl)Cl.Cl, predict the reaction product. The product is: [F:1][C:2]1[CH:3]=[C:4]2[C:9](=[C:10]([F:12])[CH:11]=1)[O:8][CH2:7][C@H:6]([N:13]1[C:17]([CH2:18][CH2:19][NH2:20])=[CH:16][N:15]=[CH:14]1)[CH2:5]2. (3) Given the reactants [C:1]([C@H:3]1[CH2:8][CH2:7][CH2:6][C@H:5]([NH:9][C:10]([C:12]2[C:20]3[C:15](=[N:16][CH:17]=[C:18]([C:21]4[C:29]5[C:24](=[CH:25][C:26]([Cl:30])=[CH:27][CH:28]=5)[N:23]([CH3:31])[N:22]=4)[N:19]=3)[N:14](COCC[Si](C)(C)C)[CH:13]=2)=[O:11])[CH2:4]1)#[N:2].FC(F)(F)C(O)=O.C(N)CN, predict the reaction product. The product is: [C:1]([C@H:3]1[CH2:8][CH2:7][CH2:6][C@H:5]([NH:9][C:10]([C:12]2[C:20]3[C:15](=[N:16][CH:17]=[C:18]([C:21]4[C:29]5[C:24](=[CH:25][C:26]([Cl:30])=[CH:27][CH:28]=5)[N:23]([CH3:31])[N:22]=4)[N:19]=3)[NH:14][CH:13]=2)=[O:11])[CH2:4]1)#[N:2].